Predict the reactants needed to synthesize the given product. From a dataset of Full USPTO retrosynthesis dataset with 1.9M reactions from patents (1976-2016). (1) Given the product [CH:1]1([CH:7]([C:18]2[CH:22]=[C:21]([C:23]3[CH:28]=[CH:27][C:26]([C:29]([F:32])([F:30])[F:31])=[CH:25][CH:24]=3)[O:20][C:19]=2[CH:33]([CH3:35])[CH3:34])[O:8][C:9]2[CH:10]=[CH:11][C:12]([C:13]([N:37]([CH3:36])[CH2:38][CH2:39][C:40]([OH:42])=[O:41])=[O:14])=[CH:16][CH:17]=2)[CH2:6][CH2:5][CH2:4][CH2:3][CH2:2]1, predict the reactants needed to synthesize it. The reactants are: [CH:1]1([CH:7]([C:18]2[CH:22]=[C:21]([C:23]3[CH:28]=[CH:27][C:26]([C:29]([F:32])([F:31])[F:30])=[CH:25][CH:24]=3)[O:20][C:19]=2[CH:33]([CH3:35])[CH3:34])[O:8][C:9]2[CH:17]=[CH:16][C:12]([C:13](O)=[O:14])=[CH:11][CH:10]=2)[CH2:6][CH2:5][CH2:4][CH2:3][CH2:2]1.[CH3:36][NH:37][CH2:38][CH2:39][C:40]([O:42]CC)=[O:41]. (2) The reactants are: [CH:1]12[CH2:10][CH:5]3[CH2:6][CH:7]([CH2:9][CH:3]([CH2:4]3)[CH:2]1[NH:11][C:12]([N:14]1[CH2:19][CH2:18][C:17]3([C:27]4[C:22](=[CH:23][CH:24]=[CH:25][CH:26]=4)[CH:21]([CH2:28][C:29]([O:31]C)=[O:30])[CH2:20]3)[CH2:16][CH2:15]1)=[O:13])[CH2:8]2.C1COCC1.CO.O[Li].O. Given the product [CH:1]12[CH2:10][CH:5]3[CH2:6][CH:7]([CH2:9][CH:3]([CH2:4]3)[CH:2]1[NH:11][C:12]([N:14]1[CH2:15][CH2:16][C:17]3([C:27]4[C:22](=[CH:23][CH:24]=[CH:25][CH:26]=4)[CH:21]([CH2:28][C:29]([OH:31])=[O:30])[CH2:20]3)[CH2:18][CH2:19]1)=[O:13])[CH2:8]2, predict the reactants needed to synthesize it. (3) Given the product [F:71][C:30]([F:29])([F:70])[C:31]1[CH:32]=[C:33]([NH:41][C:42](=[O:69])[N:43]([CH:59]2[CH2:60][CH2:61][CH:62]([C:65]([CH3:66])([CH3:67])[CH3:68])[CH2:63][CH2:64]2)[CH2:44][C:45]2[CH:46]=[CH:47][C:48]([CH:51]([OH:58])[CH2:52][C:53]3[N:54]=[N:55][NH:56][N:57]=3)=[CH:49][CH:50]=2)[CH:34]=[C:35]([C:37]([F:38])([F:39])[F:40])[CH:36]=1, predict the reactants needed to synthesize it. The reactants are: CB1N2CCC[C@@H]2C(C2C=CC=CC=2)(C2C=CC=CC=2)O1.C1(C)C=CC=CC=1.[F:29][C:30]([F:71])([F:70])[C:31]1[CH:32]=[C:33]([NH:41][C:42](=[O:69])[N:43]([CH:59]2[CH2:64][CH2:63][CH:62]([C:65]([CH3:68])([CH3:67])[CH3:66])[CH2:61][CH2:60]2)[CH2:44][C:45]2[CH:50]=[CH:49][C:48]([C:51](=[O:58])[CH2:52][C:53]3[N:54]=[N:55][NH:56][N:57]=3)=[CH:47][CH:46]=2)[CH:34]=[C:35]([C:37]([F:40])([F:39])[F:38])[CH:36]=1. (4) Given the product [Br:16][C:17]1[CH:22]=[C:21]([F:23])[CH:20]=[CH:19][C:18]=1[C@@H:24]1[N:25]=[C:26]([C:37]2[S:38][CH:39]=[CH:40][N:41]=2)[NH:27][C:28]([CH2:35][N:6]2[CH2:7][C:3]([F:2])([F:15])[CH2:4][C@H:5]2[CH2:8][CH2:9][CH2:10][CH2:11][C:12]([OH:14])=[O:13])=[C:29]1[C:30]([O:32][CH2:33][CH3:34])=[O:31], predict the reactants needed to synthesize it. The reactants are: Cl.[F:2][C:3]1([F:15])[CH2:7][NH:6][C@H:5]([CH2:8][CH2:9][CH2:10][CH2:11][C:12]([OH:14])=[O:13])[CH2:4]1.[Br:16][C:17]1[CH:22]=[C:21]([F:23])[CH:20]=[CH:19][C:18]=1[C@H:24]1[C:29]([C:30]([O:32][CH2:33][CH3:34])=[O:31])=[C:28]([CH2:35]Br)[NH:27][C:26]([C:37]2[S:38][CH:39]=[CH:40][N:41]=2)=[N:25]1.C([O-])([O-])=O.[K+].[K+]. (5) Given the product [CH3:1][C:2]1([CH3:17])[C:13]2[C:14]3[N:5]([C:6](=[O:16])[C:7](=[O:15])[N:8]([CH2:26][C:25]#[CH:24])[C:9]=3[CH:10]=[CH:11][CH:12]=2)[CH2:4][CH2:3]1, predict the reactants needed to synthesize it. The reactants are: [CH3:1][C:2]1([CH3:17])[C:13]2[C:14]3[N:5]([C:6](=[O:16])[C:7](=[O:15])[NH:8][C:9]=3[CH:10]=[CH:11][CH:12]=2)[CH2:4][CH2:3]1.C(=O)([O-])[O-].[Cs+].[Cs+].[CH2:24](Br)[C:25]#[CH:26].O. (6) Given the product [NH:18]1[C:26]2[C:21](=[CH:22][CH:23]=[CH:24][CH:25]=2)[C:20]([CH2:27][C:28]2[N:30]=[CH:4][C:5]3[CH2:6][C:7](=[O:17])[NH:8][C:9]4[CH:16]=[CH:15][CH:14]=[CH:13][C:10]=4[C:11]=3[N:29]=2)=[CH:19]1, predict the reactants needed to synthesize it. The reactants are: CN([CH:4]=[C:5]1[C:11](=O)[C:10]2[CH:13]=[CH:14][CH:15]=[CH:16][C:9]=2[NH:8][C:7](=[O:17])[CH2:6]1)C.[NH:18]1[C:26]2[C:21](=[CH:22][CH:23]=[CH:24][CH:25]=2)[C:20]([CH2:27][C:28]([NH2:30])=[NH:29])=[CH:19]1. (7) Given the product [CH3:1][O:2][C:3]1[CH:11]=[C:10]2[C:6]([C:7]([C:12]([OH:14])=[O:13])=[N:8][NH:9]2)=[CH:5][CH:4]=1, predict the reactants needed to synthesize it. The reactants are: [CH3:1][O:2][C:3]1[CH:11]=[C:10]2[C:6]([C:7]([C:12]([O:14]CC)=[O:13])=[N:8][NH:9]2)=[CH:5][CH:4]=1.[OH-].[Na+]. (8) Given the product [CH3:38][C:35]([O:34][C:32]([NH:31][CH2:30][CH2:29][CH2:28][CH2:27][C@@H:26]([NH:25][C:42]([O:44][CH2:45][CH:46]1[C:47]2[C:52](=[CH:51][CH:50]=[CH:49][CH:48]=2)[C:53]2[C:58]1=[CH:57][CH:56]=[CH:55][CH:54]=2)=[O:43])[C:39]([OH:41])=[O:40])=[O:33])([CH3:36])[CH3:37].[NH2:1][C@H:2]([C:7]([NH:9][C@H:10]([C:15]([O:17][CH2:18][C:19]1[CH:24]=[CH:23][CH:22]=[CH:21][CH:20]=1)=[O:16])[CH2:11][CH:12]([CH3:13])[CH3:14])=[O:8])[CH2:3][CH:4]([CH3:5])[CH3:6], predict the reactants needed to synthesize it. The reactants are: [NH2:1][C@H:2]([C:7]([NH:9][C@H:10]([C:15]([O:17][CH2:18][C:19]1[CH:24]=[CH:23][CH:22]=[CH:21][CH:20]=1)=[O:16])[CH2:11][CH:12]([CH3:14])[CH3:13])=[O:8])[CH2:3][CH:4]([CH3:6])[CH3:5].[NH:25]([C:42]([O:44][CH2:45][CH:46]1[C:58]2[C:53](=[CH:54][CH:55]=[CH:56][CH:57]=2)[C:52]2[C:47]1=[CH:48][CH:49]=[CH:50][CH:51]=2)=[O:43])[C@@H:26]([C:39]([OH:41])=[O:40])[CH2:27][CH2:28][CH2:29][CH2:30][NH:31][C:32]([O:34][C:35]([CH3:38])([CH3:37])[CH3:36])=[O:33].CCN=C=NCCCN(C)C.Cl. (9) Given the product [Cl:1][CH2:2]/[C:3](/[O:12][CH2:15][CH3:16])=[CH:4]\[C:5]([O:7][CH2:8][C:9](=[CH2:10])[CH3:11])=[O:6], predict the reactants needed to synthesize it. The reactants are: [Cl:1][CH2:2][C:3](=[O:12])[CH2:4][C:5]([O:7][CH2:8][C:9](=[CH2:11])[CH3:10])=[O:6].C(OCC)(OCC)O[CH2:15][CH3:16].O=P12OP3(OP(OP(O3)(O1)=O)(=O)O2)=O.